From a dataset of Forward reaction prediction with 1.9M reactions from USPTO patents (1976-2016). Predict the product of the given reaction. (1) Given the reactants [O:1]=[C:2]1[C:6]([C:7]([O:9][CH2:10][CH3:11])=[O:8])=[CH:5][NH:4][N:3]1[C:12]1[CH:17]=[CH:16][CH:15]=[CH:14][CH:13]=1.F[C:19](F)(F)S(OC)(=O)=O, predict the reaction product. The product is: [CH3:19][N:4]1[CH:5]=[C:6]([C:7]([O:9][CH2:10][CH3:11])=[O:8])[C:2](=[O:1])[N:3]1[C:12]1[CH:17]=[CH:16][CH:15]=[CH:14][CH:13]=1. (2) Given the reactants [CH3:1][C@H:2]1[CH2:7][CH2:6][CH:5]([C:8]2[CH:13]=[CH:12][CH:11]=[CH:10][CH:9]=2)[S:4](=[O:15])(=[O:14])[NH:3]1.CS(O[CH2:21][C:22]1[CH:27]=[C:26]([F:28])[C:25]([Br:29])=[CH:24][C:23]=1[F:30])(=O)=O.[H-].[Na+], predict the reaction product. The product is: [Br:29][C:25]1[C:26]([F:28])=[CH:27][C:22]([CH2:21][N:3]2[C@@H:2]([CH3:1])[CH2:7][CH2:6][CH:5]([C:8]3[CH:9]=[CH:10][CH:11]=[CH:12][CH:13]=3)[S:4]2(=[O:15])=[O:14])=[C:23]([F:30])[CH:24]=1. (3) Given the reactants [BH4-].[Na+].[Cl-].[Ca+2].[Cl-].[Cl:6][C:7]1[N:17]=[CH:16][C:15]([CH2:18][N:19]2[C:23]([CH3:24])=[C:22]([C:25]3[CH:30]=[CH:29][C:28]([C:31]#[N:32])=[CH:27][CH:26]=3)[C:21]([C:33]#[N:34])=[C:20]2[CH3:35])=[CH:14][C:8]=1[C:9](OCC)=[O:10].C(O)(=O)CC(CC(O)=O)(C(O)=O)O, predict the reaction product. The product is: [Cl:6][C:7]1[N:17]=[CH:16][C:15]([CH2:18][N:19]2[C:23]([CH3:24])=[C:22]([C:25]3[CH:30]=[CH:29][C:28]([C:31]#[N:32])=[CH:27][CH:26]=3)[C:21]([C:33]#[N:34])=[C:20]2[CH3:35])=[CH:14][C:8]=1[CH2:9][OH:10]. (4) Given the reactants [CH2:1]([OH:4])[CH2:2][OH:3].[H-].[Na+].[CH3:7][O:8][C:9]1[CH:10]=[C:11]([CH:14]=[CH:15][CH:16]=1)[CH2:12]Cl.O, predict the reaction product. The product is: [CH3:7][O:8][C:9]1[CH:10]=[C:11]([CH2:12][O:3][CH2:2][CH2:1][OH:4])[CH:14]=[CH:15][CH:16]=1. (5) Given the reactants [OH-].[Na+].[CH3:3][O:4][C:5]1[CH:6]=[C:7]2[C:11](=[C:12]([O:14][CH3:15])[CH:13]=1)[C:10](=[O:16])[C:9](=[N:17]O)[CH2:8]2.C1(C)C=CC(S(Cl)(=O)=[O:26])=CC=1, predict the reaction product. The product is: [C:9]([CH2:8][C:7]1[CH:6]=[C:5]([O:4][CH3:3])[CH:13]=[C:12]([O:14][CH3:15])[C:11]=1[C:10]([OH:16])=[O:26])#[N:17]. (6) Given the reactants [CH:1]([C:4]1[CH:9]=[CH:8][C:7]([C:10]2[C:14]3[C:15]([CH3:21])=[C:16]([CH3:20])[C:17]([CH3:19])=[CH:18][C:13]=3[O:12][CH:11]=2)=[CH:6][CH:5]=1)([CH3:3])[CH3:2], predict the reaction product. The product is: [CH:1]([C:4]1[CH:5]=[CH:6][C:7]([CH:10]2[C:14]3[C:15]([CH3:21])=[C:16]([CH3:20])[C:17]([CH3:19])=[CH:18][C:13]=3[O:12][CH2:11]2)=[CH:8][CH:9]=1)([CH3:3])[CH3:2]. (7) Given the reactants F[C:2](F)(F)[C:3]([O-])=O.[CH3:8][O:9][C:10]1[CH:15]=[C:14]([O:16][CH3:17])[CH:13]=[CH:12][C:11]=1[CH2:18][NH2:19].[S:20]1[CH:24]=[CH:23][N:22]=[C:21]1[N:25]1[CH:29]=[CH:28][CH:27]=[C:26]1[CH:30]=O, predict the reaction product. The product is: [CH3:8][O:9][C:10]1[CH:15]=[C:14]([O:16][CH3:17])[CH:13]=[CH:12][C:11]=1[CH2:18][N:19]([CH2:30][C:26]1[N:25]([C:21]2[S:20][CH:2]=[CH:3][N:22]=2)[CH:29]=[CH:28][CH:27]=1)[CH2:30][C:26]1[N:25]([C:21]2[S:20][CH:24]=[CH:23][N:22]=2)[CH:29]=[CH:28][CH:27]=1. (8) Given the reactants Cl.[NH2:2][CH2:3][C:4]1[CH:12]=[CH:11][CH:10]=[C:9]2[C:5]=1[C:6](=[O:22])[N:7]([CH:14]1[CH2:19][CH2:18][C:17](=[O:20])[NH:16][C:15]1=[O:21])[C:8]2=[O:13].[CH2:23]([N:25]=[C:26]=[O:27])[CH3:24], predict the reaction product. The product is: [O:21]=[C:15]1[CH:14]([N:7]2[C:6](=[O:22])[C:5]3[C:9](=[CH:10][CH:11]=[CH:12][C:4]=3[CH2:3][NH:2][C:26]([NH:25][CH2:23][CH3:24])=[O:27])[C:8]2=[O:13])[CH2:19][CH2:18][C:17](=[O:20])[NH:16]1. (9) Given the reactants [Cl:1][C:2]1[CH:28]=[CH:27][C:5]([CH2:6][N:7]2[C:12](=[O:13])[C:11]([O:14][CH3:15])=[N:10][N:9]([C:16]3[CH:17]=[C:18]([NH:22][C:23](=[O:25])[CH3:24])[CH:19]=[CH:20][CH:21]=3)[C:8]2=[O:26])=[CH:4][CH:3]=1.[H-].[Na+].[CH3:31]I, predict the reaction product. The product is: [Cl:1][C:2]1[CH:28]=[CH:27][C:5]([CH2:6][N:7]2[C:12](=[O:13])[C:11]([O:14][CH3:15])=[N:10][N:9]([C:16]3[CH:17]=[C:18]([N:22]([CH3:31])[C:23](=[O:25])[CH3:24])[CH:19]=[CH:20][CH:21]=3)[C:8]2=[O:26])=[CH:4][CH:3]=1.